Task: Predict the product of the given reaction.. Dataset: Forward reaction prediction with 1.9M reactions from USPTO patents (1976-2016) (1) The product is: [C:8]1([C:6]2[N:5]=[N:4][C:3]([NH2:14])=[C:2]([C:16]#[C:15][Si:17]([CH3:20])([CH3:19])[CH3:18])[CH:7]=2)[CH:13]=[CH:12][CH:11]=[CH:10][CH:9]=1. Given the reactants Br[C:2]1[CH:7]=[C:6]([C:8]2[CH:13]=[CH:12][CH:11]=[CH:10][CH:9]=2)[N:5]=[N:4][C:3]=1[NH2:14].[C:15]([Si:17]([CH3:20])([CH3:19])[CH3:18])#[CH:16].C(N(CC)CC)C, predict the reaction product. (2) Given the reactants [OH:1][C:2]1[CH:3]=[C:4]2[C:9](=[CH:10][CH:11]=1)[O:8][CH:7]([C:12]1[CH:17]=[CH:16][CH:15]=[CH:14][CH:13]=1)[CH2:6][CH2:5]2.[OH-].[K+].Cl[C:21]1[CH:26]=[CH:25][CH:24]=[CH:23][C:22]=1[N+:27]([O-:29])=[O:28].C(Cl)Cl, predict the reaction product. The product is: [N+:27]([C:22]1[CH:23]=[CH:24][CH:25]=[CH:26][C:21]=1[O:1][C:2]1[CH:3]=[C:4]2[C:9](=[CH:10][CH:11]=1)[O:8][CH:7]([C:12]1[CH:17]=[CH:16][CH:15]=[CH:14][CH:13]=1)[CH2:6][CH2:5]2)([O-:29])=[O:28]. (3) Given the reactants [N+:1]([C:4]1[CH:5]=[N:6][NH:7][CH:8]=1)([O-:3])=[O:2].CS(O[CH2:14][CH:15]1[CH2:18][O:17][CH2:16]1)(=O)=O.C(=O)([O-])[O-].[Cs+].[Cs+].[Cl-].[NH4+], predict the reaction product. The product is: [N+:1]([C:4]1[CH:5]=[N:6][N:7]([CH2:14][CH:15]2[CH2:18][O:17][CH2:16]2)[CH:8]=1)([O-:3])=[O:2]. (4) Given the reactants C(N(CC)CC)C.[C:8]1([CH3:22])[CH:13]=[CH:12][CH:11]=[C:10]([NH:14][C:15]2[C:20]([NH2:21])=[CH:19][CH:18]=[CH:17][N:16]=2)[CH:9]=1.[C:23]([O:27][C:28]([NH:30][C@@H:31]([CH3:35])[C:32](O)=[O:33])=[O:29])([CH3:26])([CH3:25])[CH3:24].C1C=NC2N(O)N=NC=2C=1.Cl.CN(C)CCCN=C=NCC, predict the reaction product. The product is: [C:23]([O:27][C:28](=[O:29])[NH:30][C@H:31]([C:32](=[O:33])[NH:21][C:20]1[C:15]([NH:14][C:10]2[CH:9]=[C:8]([CH3:22])[CH:13]=[CH:12][CH:11]=2)=[N:16][CH:17]=[CH:18][CH:19]=1)[CH3:35])([CH3:24])([CH3:25])[CH3:26]. (5) Given the reactants Br[C:2]1[S:3][C:4]([NH:32]C(=O)OC(C)(C)C)=[C:5]([C:7](=[O:31])[NH:8][C:9]2[CH:10]=[N:11][N:12]([CH3:30])[C:13]=2[C@@H:14]2[CH2:20][CH2:19][C@@H:18]([NH:21]C(OC(C)(C)C)=O)[C@@H:17]([F:29])[CH2:16][O:15]2)[N:6]=1.[F:40][C:41]1[C:46]([F:47])=[CH:45][CH:44]=[C:43]([O:48][CH3:49])[C:42]=1B(O)O, predict the reaction product. The product is: [NH2:32][C:4]1[S:3][C:2]([C:42]2[C:43]([O:48][CH3:49])=[CH:44][CH:45]=[C:46]([F:47])[C:41]=2[F:40])=[N:6][C:5]=1[C:7]([NH:8][C:9]1[CH:10]=[N:11][N:12]([CH3:30])[C:13]=1[C@@H:14]1[CH2:20][CH2:19][C@@H:18]([NH2:21])[C@@H:17]([F:29])[CH2:16][O:15]1)=[O:31]. (6) The product is: [F:50][C:47]1[CH:48]=[CH:49][C:44]([CH2:40][C:39]([O:42][C:9]([CH3:14])([CH3:10])[CH3:8])=[O:41])=[C:45]([CH3:51])[CH:46]=1. Given the reactants C1(P(C2CCCCC2)[C:8]2C=CC=[CH:10][C:9]=2[C:14]2C=CC=CC=2N(C)C)CCCCC1.[Li+].C[Si]([N-][Si](C)(C)C)(C)C.[C:39]([O-:42])(=[O:41])[CH3:40].Br[C:44]1[CH:49]=[CH:48][C:47]([F:50])=[CH:46][C:45]=1[CH3:51], predict the reaction product.